Dataset: Peptide-MHC class I binding affinity with 185,985 pairs from IEDB/IMGT. Task: Regression. Given a peptide amino acid sequence and an MHC pseudo amino acid sequence, predict their binding affinity value. This is MHC class I binding data. (1) The peptide sequence is GSFRKICGF. The MHC is HLA-A69:01 with pseudo-sequence HLA-A69:01. The binding affinity (normalized) is 0.0847. (2) The peptide sequence is EWFRNVLSL. The MHC is H-2-Db with pseudo-sequence H-2-Db. The binding affinity (normalized) is 0.149. (3) The peptide sequence is RASAGQISV. The MHC is HLA-A02:01 with pseudo-sequence HLA-A02:01. The binding affinity (normalized) is 0.0865. (4) The peptide sequence is AEIEDLIFLA. The MHC is HLA-B40:02 with pseudo-sequence HLA-B40:02. The binding affinity (normalized) is 0.709. (5) The peptide sequence is VIWAASGFY. The MHC is HLA-A03:01 with pseudo-sequence HLA-A03:01. The binding affinity (normalized) is 0.578. (6) The MHC is HLA-A02:03 with pseudo-sequence HLA-A02:03. The peptide sequence is NLKDEQFPV. The binding affinity (normalized) is 0.898. (7) The peptide sequence is WYYDFHFFV. The MHC is HLA-C07:01 with pseudo-sequence HLA-C07:01. The binding affinity (normalized) is 0.0847. (8) The peptide sequence is KVFLPNPAF. The MHC is HLA-A03:01 with pseudo-sequence HLA-A03:01. The binding affinity (normalized) is 0. (9) The peptide sequence is DHLKEKSSL. The MHC is HLA-B27:03 with pseudo-sequence HLA-B27:03. The binding affinity (normalized) is 0.0847. (10) The peptide sequence is RTRGGVAAA. The MHC is HLA-A80:01 with pseudo-sequence HLA-A80:01. The binding affinity (normalized) is 0.0847.